This data is from Full USPTO retrosynthesis dataset with 1.9M reactions from patents (1976-2016). The task is: Predict the reactants needed to synthesize the given product. (1) Given the product [OH:67][C@H:42](/[CH:43]=[CH:44]/[CH2:45][CH2:46][S:47][C:48]([C:55]1[CH:56]=[CH:57][CH:58]=[CH:59][CH:60]=1)([C:61]1[CH:66]=[CH:65][CH:64]=[CH:63][CH:62]=1)[C:49]1[CH:54]=[CH:53][CH:52]=[CH:51][CH:50]=1)[CH2:41][C:40]([NH:39][C@H:37]([CH3:38])[C:36]([NH:35][C@H:13]([CH2:14][S:15][C:16]([C:17]1[CH:18]=[CH:19][CH:20]=[CH:21][CH:22]=1)([C:23]1[CH:24]=[CH:25][CH:26]=[CH:27][CH:28]=1)[C:29]1[CH:34]=[CH:33][CH:32]=[CH:31][CH:30]=1)[C:12]([NH:11][C@H:7]([CH:8]([CH3:9])[CH3:10])[C:6]([NH:5][CH2:4][C:3]([OH:72])=[O:2])=[O:71])=[O:70])=[O:69])=[O:68], predict the reactants needed to synthesize it. The reactants are: C[O:2][C:3](=[O:72])[CH2:4][NH:5][C:6](=[O:71])[C@H:7]([NH:11][C:12](=[O:70])[C@H:13]([NH:35][C:36](=[O:69])[C@H:37]([NH:39][C:40](=[O:68])[CH2:41][C@H:42]([OH:67])/[CH:43]=[CH:44]/[CH2:45][CH2:46][S:47][C:48]([C:61]1[CH:66]=[CH:65][CH:64]=[CH:63][CH:62]=1)([C:55]1[CH:60]=[CH:59][CH:58]=[CH:57][CH:56]=1)[C:49]1[CH:54]=[CH:53][CH:52]=[CH:51][CH:50]=1)[CH3:38])[CH2:14][S:15][C:16]([C:29]1[CH:34]=[CH:33][CH:32]=[CH:31][CH:30]=1)([C:23]1[CH:28]=[CH:27][CH:26]=[CH:25][CH:24]=1)[C:17]1[CH:22]=[CH:21][CH:20]=[CH:19][CH:18]=1)[CH:8]([CH3:10])[CH3:9].C1COCC1.O.[Li+].[OH-].OS([O-])(=O)=O.[K+]. (2) Given the product [CH2:1]([C:3]1[CH:4]=[CH:5][C:6]([CH:9]2[NH:10][CH2:11][CH2:12][N:13]([C:16]3[C:25]4[C:20](=[CH:21][C:22]([O:28][CH3:29])=[C:23]([O:26][CH3:27])[CH:24]=4)[N:19]=[CH:18][N:17]=3)[CH2:14]2)=[CH:7][CH:8]=1)[CH3:2], predict the reactants needed to synthesize it. The reactants are: [CH2:1]([C:3]1[CH:8]=[CH:7][C:6]([CH:9]2[CH2:14][NH:13][CH2:12][CH2:11][NH:10]2)=[CH:5][CH:4]=1)[CH3:2].Cl[C:16]1[C:25]2[C:20](=[CH:21][C:22]([O:28][CH3:29])=[C:23]([O:26][CH3:27])[CH:24]=2)[N:19]=[CH:18][N:17]=1. (3) Given the product [C:1]([O:5][C:6](=[O:7])[NH:8][C@@H:9]([CH2:10][C:11](=[O:13])[N:43]1[CH2:42][CH2:41][N:40]2[C:36]([C:35]([F:46])([F:34])[F:45])=[N:37][N:38]=[C:39]2[CH2:44]1)[CH2:14][C:15]1[CH:20]=[C:19]([F:21])[C:18]([F:22])=[CH:17][C:16]=1[F:23])([CH3:2])([CH3:3])[CH3:4], predict the reactants needed to synthesize it. The reactants are: [C:1]([O:5][C:6]([NH:8][CH:9]([CH2:14][C:15]1[CH:20]=[C:19]([F:21])[C:18]([F:22])=[CH:17][C:16]=1[F:23])[CH2:10][C:11]([OH:13])=O)=[O:7])([CH3:4])([CH3:3])[CH3:2].CCN(C(C)C)C(C)C.Cl.[F:34][C:35]([F:46])([F:45])[C:36]1[N:40]2[CH2:41][CH2:42][NH:43][CH2:44][C:39]2=[N:38][N:37]=1.ClC1C=CC=CC=1B(O)O.C(OC(C)C)(C)C.